Dataset: Forward reaction prediction with 1.9M reactions from USPTO patents (1976-2016). Task: Predict the product of the given reaction. (1) Given the reactants [OH:1][C:2]1[CH:7]=[CH:6][C:5]([C:8]23[NH:20][CH2:19][CH2:18][N:9]2[C:10](=[O:17])[C:11]2[N:12]([CH:14]=[CH:15][CH:16]=2)[CH2:13]3)=[CH:4][CH:3]=1.Cl.Cl[CH2:23][CH2:24][N:25]1[CH2:30][CH2:29][O:28][CH2:27][CH2:26]1.C(=O)([O-])[O-].O, predict the reaction product. The product is: [N:25]1([CH2:24][CH2:23][O:1][C:2]2[CH:7]=[CH:6][C:5]([C:8]34[NH:20][CH2:19][CH2:18][N:9]3[C:10](=[O:17])[C:11]3[N:12]([CH:14]=[CH:15][CH:16]=3)[CH2:13]4)=[CH:4][CH:3]=2)[CH2:30][CH2:29][O:28][CH2:27][CH2:26]1. (2) Given the reactants [F:1][C:2]1[CH:3]=[C:4]([CH:9]2[CH2:14][CH2:13][N:12]([C:15]([O:17][CH2:18][C:19]3[CH:24]=[CH:23][CH:22]=[CH:21][CH:20]=3)=[O:16])[CH2:11][CH:10]2[OH:25])[CH:5]=[CH:6][C:7]=1[OH:8].[C:26](=O)([O-])[O-].[K+].[K+].S(OC)(OC)(=O)=O, predict the reaction product. The product is: [F:1][C:2]1[CH:3]=[C:4]([CH:9]2[CH2:14][CH2:13][N:12]([C:15]([O:17][CH2:18][C:19]3[CH:24]=[CH:23][CH:22]=[CH:21][CH:20]=3)=[O:16])[CH2:11][CH:10]2[OH:25])[CH:5]=[CH:6][C:7]=1[O:8][CH3:26].